Dataset: Catalyst prediction with 721,799 reactions and 888 catalyst types from USPTO. Task: Predict which catalyst facilitates the given reaction. (1) Reactant: [Cl:1][C:2]1[N:3]=[C:4]([C:9]([NH:11][C:12]2[CH:32]=[CH:31][C:15]3[N:16]([CH2:20][C:21]4[CH:30]=[CH:29][C:24]([C:25]([O:27]C)=[O:26])=[CH:23][CH:22]=4)[CH2:17][CH2:18][O:19][C:14]=3[CH:13]=2)=[O:10])[NH:5][C:6]=1[CH2:7][CH3:8].[OH-].[Li+].CO. Product: [Cl:1][C:2]1[N:3]=[C:4]([C:9]([NH:11][C:12]2[CH:32]=[CH:31][C:15]3[N:16]([CH2:20][C:21]4[CH:30]=[CH:29][C:24]([C:25]([OH:27])=[O:26])=[CH:23][CH:22]=4)[CH2:17][CH2:18][O:19][C:14]=3[CH:13]=2)=[O:10])[NH:5][C:6]=1[CH2:7][CH3:8]. The catalyst class is: 7. (2) Reactant: Cl[C:2]1[CH:7]=[C:6]([C:8]2[C:17]3[C:12](=[CH:13][CH:14]=[CH:15][CH:16]=3)[N:11]=[CH:10][CH:9]=2)[N:5]=[C:4]([NH:18][C:19]2[CH:24]=[CH:23][C:22]([C:25]([F:28])([F:27])[F:26])=[CH:21][CH:20]=2)[N:3]=1.[NH4+:29].[OH-].O. Product: [N:11]1[C:12]2[C:17](=[CH:16][CH:15]=[CH:14][CH:13]=2)[C:8]([C:6]2[N:5]=[C:4]([NH:18][C:19]3[CH:24]=[CH:23][C:22]([C:25]([F:28])([F:27])[F:26])=[CH:21][CH:20]=3)[N:3]=[C:2]([NH2:29])[CH:7]=2)=[CH:9][CH:10]=1. The catalyst class is: 23. (3) Reactant: [CH2:1]([C@H:8]1[CH2:10][NH:9]1)[C:2]1[CH:7]=[CH:6][CH:5]=[CH:4][CH:3]=1.[CH3:11][N:12]([CH3:17])[S:13](Cl)(=[O:15])=[O:14].C(N(CC)C(C)C)(C)C.C(O)(=O)CC(CC(O)=O)(C(O)=O)O. Product: [CH2:1]([CH:8]1[CH2:10][N@@:9]1[S:13]([N:12]([CH3:17])[CH3:11])(=[O:15])=[O:14])[C:2]1[CH:7]=[CH:6][CH:5]=[CH:4][CH:3]=1. The catalyst class is: 4. (4) Reactant: [O:1]1[CH2:6][CH2:5][CH2:4][CH:3]([NH:7][C:8]2[C:9]3[N:10]([CH:16]=[CH:17][CH:18]=3)[N:11]=[CH:12][C:13]=2[C:14]#[N:15])[CH2:2]1.[OH-:19].[NH4+].OO. Product: [O:1]1[CH2:6][CH2:5][CH2:4][CH:3]([NH:7][C:8]2[C:9]3[N:10]([CH:16]=[CH:17][CH:18]=3)[N:11]=[CH:12][C:13]=2[C:14]([NH2:15])=[O:19])[CH2:2]1. The catalyst class is: 8.